This data is from Full USPTO retrosynthesis dataset with 1.9M reactions from patents (1976-2016). The task is: Predict the reactants needed to synthesize the given product. (1) Given the product [CH3:26][N:15]([C:16]1[N:21]=[CH:20][C:19]2[N:22]=[CH:23][N:24]([CH3:25])[C:18]=2[CH:17]=1)[C:12]1[CH:11]=[CH:10][C:9]([OH:8])=[CH:14][CH:13]=1, predict the reactants needed to synthesize it. The reactants are: C([O:8][C:9]1[CH:14]=[CH:13][C:12]([N:15]([CH3:26])[C:16]2[N:21]=[CH:20][C:19]3[N:22]=[CH:23][N:24]([CH3:25])[C:18]=3[CH:17]=2)=[CH:11][CH:10]=1)C1C=CC=CC=1. (2) Given the product [C:14]([O:13][C:11](=[O:12])[NH:1][CH2:2][CH:3]([OH:4])[C:5]1[CH:10]=[CH:9][CH:8]=[CH:7][CH:6]=1)([CH3:17])([CH3:16])[CH3:15], predict the reactants needed to synthesize it. The reactants are: [NH2:1][CH2:2][CH:3]([C:5]1[CH:10]=[CH:9][CH:8]=[CH:7][CH:6]=1)[OH:4].[C:11](O[C:11]([O:13][C:14]([CH3:17])([CH3:16])[CH3:15])=[O:12])([O:13][C:14]([CH3:17])([CH3:16])[CH3:15])=[O:12].C(OCC)(=O)C.O. (3) Given the product [C:1]([CH:3]([CH2:9][C:10]1[CH:11]=[CH:12][C:13]([O:16][CH2:18][CH2:19][C:20]2[CH:25]=[CH:24][C:23]([NH:26][C:27](=[O:31])[CH:28]([CH3:30])[CH3:29])=[CH:22][CH:21]=2)=[CH:14][CH:15]=1)[C:4]([O:6][CH2:7][CH3:8])=[O:5])#[N:2], predict the reactants needed to synthesize it. The reactants are: [C:1]([CH:3]([CH2:9][C:10]1[CH:15]=[CH:14][C:13]([OH:16])=[CH:12][CH:11]=1)[C:4]([O:6][CH2:7][CH3:8])=[O:5])#[N:2].O[CH2:18][CH2:19][C:20]1[CH:25]=[CH:24][C:23]([NH:26][C:27](=[O:31])[CH:28]([CH3:30])[CH3:29])=[CH:22][CH:21]=1.N(C(N1CCCCC1)=O)=NC(N1CCCCC1)=O.C1(P(C2C=CC=CC=2)C2C=CC=CC=2)C=CC=CC=1. (4) The reactants are: C(=O)([O-])[O-].[K+].[K+].[O:7]=[C:8]([C:17]1[N:22]=[C:21]([C:23]([O:25][CH3:26])=[O:24])[CH:20]=[CH:19][CH:18]=1)[C:9]#[C:10][C:11]1[CH:16]=[CH:15][CH:14]=[CH:13][CH:12]=1.O1CCOCC1.CC1C=C(C)C=C(C)C=1S([O-])(=O)=O.[NH2:46][N+:47]1[CH:52]=[CH:51][CH:50]=[C:49]([NH:53][C:54]([O:56][C:57]([CH3:60])([CH3:59])[CH3:58])=[O:55])[CH:48]=1. Given the product [C:57]([O:56][C:54]([NH:53][C:49]1[CH:50]=[CH:51][C:52]2[N:47]([N:46]=[C:10]([C:11]3[CH:12]=[CH:13][CH:14]=[CH:15][CH:16]=3)[C:9]=2[C:8]([C:17]2[N:22]=[C:21]([C:23]([O:25][CH3:26])=[O:24])[CH:20]=[CH:19][CH:18]=2)=[O:7])[CH:48]=1)=[O:55])([CH3:60])([CH3:58])[CH3:59], predict the reactants needed to synthesize it.